This data is from Forward reaction prediction with 1.9M reactions from USPTO patents (1976-2016). The task is: Predict the product of the given reaction. (1) Given the reactants [NH2:1][C:2]1[CH:3]=[CH:4][C:5]([CH3:34])=[C:6]([NH:8][C:9](=[O:33])[C:10]2[CH:15]=[CH:14][C:13]([NH:16][C:17]3[N:26]=[C:25]([C:27]4[CH:32]=[CH:31][CH:30]=[CH:29][CH:28]=4)[C:24]4[C:19](=[CH:20][CH:21]=[CH:22][CH:23]=4)[N:18]=3)=[CH:12][CH:11]=2)[CH:7]=1.[CH3:35][N:36]([CH3:41])[CH2:37][C:38](O)=[O:39].CCN(C(C)C)C(C)C.CN(C(ON1N=NC2C=CC=NC1=2)=[N+](C)C)C.F[P-](F)(F)(F)(F)F, predict the reaction product. The product is: [CH3:35][N:36]([CH3:41])[CH2:37][C:38]([NH:1][C:2]1[CH:3]=[CH:4][C:5]([CH3:34])=[C:6]([NH:8][C:9](=[O:33])[C:10]2[CH:15]=[CH:14][C:13]([NH:16][C:17]3[N:26]=[C:25]([C:27]4[CH:28]=[CH:29][CH:30]=[CH:31][CH:32]=4)[C:24]4[C:19](=[CH:20][CH:21]=[CH:22][CH:23]=4)[N:18]=3)=[CH:12][CH:11]=2)[CH:7]=1)=[O:39]. (2) Given the reactants [CH2:1]1[C:5]2([CH2:10][CH2:9][O:8][CH2:7][CH2:6]2)[CH2:4][C@@H:3]([C:11]([O:13]CC)=[O:12])[N:2]1[C:16]([O:18][CH2:19][C:20]1[CH:25]=[CH:24][CH:23]=[CH:22][CH:21]=1)=[O:17].O.[OH-].[Li+].Cl, predict the reaction product. The product is: [C:20]1([CH2:19][O:18][C:16]([N:2]2[C@H:3]([C:11]([OH:13])=[O:12])[CH2:4][C:5]3([CH2:10][CH2:9][O:8][CH2:7][CH2:6]3)[CH2:1]2)=[O:17])[CH:25]=[CH:24][CH:23]=[CH:22][CH:21]=1. (3) Given the reactants C1N=CN(C(N2C=NC=C2)=O)C=1.[CH2:13]([O:15][P:16]([CH2:21][C:22]([OH:24])=O)([O:18][CH2:19][CH3:20])=[O:17])[CH3:14].[Br:25][C:26]1[CH:27]=[C:28]([NH:33][C:34]2[C:35]3[CH:43]=[C:42]([NH2:44])[N:41]=[CH:40][C:36]=3[N:37]=[CH:38][N:39]=2)[CH:29]=[CH:30][C:31]=1[Br:32].CC(N(C)C)=O, predict the reaction product. The product is: [Br:25][C:26]1[CH:27]=[C:28]([NH:33][C:34]2[C:35]3[CH:43]=[C:42]([NH:44][C:22](=[O:24])[CH2:21][P:16](=[O:17])([O:15][CH2:13][CH3:14])[O:18][CH2:19][CH3:20])[N:41]=[CH:40][C:36]=3[N:37]=[CH:38][N:39]=2)[CH:29]=[CH:30][C:31]=1[Br:32].